This data is from NCI-60 drug combinations with 297,098 pairs across 59 cell lines. The task is: Regression. Given two drug SMILES strings and cell line genomic features, predict the synergy score measuring deviation from expected non-interaction effect. (1) Drug 1: C1=NC(=NC(=O)N1C2C(C(C(O2)CO)O)O)N. Drug 2: B(C(CC(C)C)NC(=O)C(CC1=CC=CC=C1)NC(=O)C2=NC=CN=C2)(O)O. Cell line: HL-60(TB). Synergy scores: CSS=61.2, Synergy_ZIP=-0.916, Synergy_Bliss=-1.51, Synergy_Loewe=-6.43, Synergy_HSA=-0.580. (2) Drug 1: CC1=C(C(=O)C2=C(C1=O)N3CC4C(C3(C2COC(=O)N)OC)N4)N. Drug 2: CCC1(C2=C(COC1=O)C(=O)N3CC4=CC5=C(C=CC(=C5CN(C)C)O)N=C4C3=C2)O.Cl. Cell line: M14. Synergy scores: CSS=-7.39, Synergy_ZIP=-8.67, Synergy_Bliss=-24.0, Synergy_Loewe=-60.7, Synergy_HSA=-31.1. (3) Drug 1: CC1CCC2CC(C(=CC=CC=CC(CC(C(=O)C(C(C(=CC(C(=O)CC(OC(=O)C3CCCCN3C(=O)C(=O)C1(O2)O)C(C)CC4CCC(C(C4)OC)OCCO)C)C)O)OC)C)C)C)OC. Drug 2: CN(CC1=CN=C2C(=N1)C(=NC(=N2)N)N)C3=CC=C(C=C3)C(=O)NC(CCC(=O)O)C(=O)O. Cell line: MCF7. Synergy scores: CSS=23.7, Synergy_ZIP=-7.87, Synergy_Bliss=0.592, Synergy_Loewe=-13.1, Synergy_HSA=-2.93. (4) Drug 1: CNC(=O)C1=CC=CC=C1SC2=CC3=C(C=C2)C(=NN3)C=CC4=CC=CC=N4. Drug 2: C1=CN(C(=O)N=C1N)C2C(C(C(O2)CO)O)O.Cl. Cell line: OVCAR-8. Synergy scores: CSS=38.8, Synergy_ZIP=3.23, Synergy_Bliss=4.42, Synergy_Loewe=-16.9, Synergy_HSA=3.52. (5) Drug 1: CNC(=O)C1=CC=CC=C1SC2=CC3=C(C=C2)C(=NN3)C=CC4=CC=CC=N4. Drug 2: CC1CCC2CC(C(=CC=CC=CC(CC(C(=O)C(C(C(=CC(C(=O)CC(OC(=O)C3CCCCN3C(=O)C(=O)C1(O2)O)C(C)CC4CCC(C(C4)OC)OCCO)C)C)O)OC)C)C)C)OC. Cell line: RPMI-8226. Synergy scores: CSS=14.6, Synergy_ZIP=-4.87, Synergy_Bliss=0.968, Synergy_Loewe=-29.7, Synergy_HSA=-4.38. (6) Cell line: SK-OV-3. Drug 2: C1=NC2=C(N1)C(=S)N=C(N2)N. Synergy scores: CSS=49.9, Synergy_ZIP=-1.20, Synergy_Bliss=-0.280, Synergy_Loewe=0.387, Synergy_HSA=3.32. Drug 1: CCC1=CC2CC(C3=C(CN(C2)C1)C4=CC=CC=C4N3)(C5=C(C=C6C(=C5)C78CCN9C7C(C=CC9)(C(C(C8N6C)(C(=O)OC)O)OC(=O)C)CC)OC)C(=O)OC.C(C(C(=O)O)O)(C(=O)O)O. (7) Cell line: HCT-15. Drug 2: CC1=C(N=C(N=C1N)C(CC(=O)N)NCC(C(=O)N)N)C(=O)NC(C(C2=CN=CN2)OC3C(C(C(C(O3)CO)O)O)OC4C(C(C(C(O4)CO)O)OC(=O)N)O)C(=O)NC(C)C(C(C)C(=O)NC(C(C)O)C(=O)NCCC5=NC(=CS5)C6=NC(=CS6)C(=O)NCCC[S+](C)C)O. Synergy scores: CSS=4.83, Synergy_ZIP=-4.75, Synergy_Bliss=-6.75, Synergy_Loewe=-14.3, Synergy_HSA=-6.60. Drug 1: CC(C1=C(C=CC(=C1Cl)F)Cl)OC2=C(N=CC(=C2)C3=CN(N=C3)C4CCNCC4)N.